From a dataset of Forward reaction prediction with 1.9M reactions from USPTO patents (1976-2016). Predict the product of the given reaction. (1) Given the reactants [NH2:1][C:2]1[C:3]2[N:11]=[CH:10][CH:9]=[C:8]([C:12]([NH:14][C:15]3[C:20]([C:21]#[N:22])=[CH:19][CH:18]=[C:17]([N:23](CC4C=CC(OC)=CC=4)[S:24]([CH2:27][CH2:28][CH2:29][F:30])(=[O:26])=[O:25])[C:16]=3[F:40])=[O:13])[C:4]=2[N:5]=[CH:6][N:7]=1.FC(F)(F)C(O)=[O:44], predict the reaction product. The product is: [C:21]([C:20]1[C:15]([NH:14][C:12]([C:8]2[C:4]3[N:5]=[CH:6][N:7]=[C:2]([NH2:1])[C:3]=3[N:11]=[CH:10][CH:9]=2)=[O:13])=[C:16]([F:40])[C:17]([NH:23][S:24]([CH2:27][CH2:28][CH2:29][F:30])(=[O:26])=[O:25])=[CH:18][CH:19]=1)(=[O:44])[NH2:22]. (2) Given the reactants [CH3:1][C:2]1[O:6][C:5]([CH2:7][CH2:8][C:9]2[CH:14]=[CH:13][CH:12]=[CH:11][CH:10]=2)=[N:4][C:3]=1[CH2:15][C:16](O)=[O:17], predict the reaction product. The product is: [CH3:1][C:2]1[O:6][C:5]([CH2:7][CH2:8][C:9]2[CH:10]=[CH:11][CH:12]=[CH:13][CH:14]=2)=[N:4][C:3]=1[CH2:15][CH2:16][OH:17]. (3) Given the reactants [CH3:1][O:2][C:3]1[CH:38]=[CH:37][C:6]([CH2:7][N:8]([CH2:28][C:29]2[CH:34]=[CH:33][C:32]([O:35][CH3:36])=[CH:31][CH:30]=2)[C:9]2[C:14]([Cl:15])=[C:13]([N:16]3[CH2:26][CH2:25][C:19]4([C:23](=[O:24])[NH:22][CH2:21][CH2:20]4)[CH2:18][CH2:17]3)[C:12](Br)=[CH:11][N:10]=2)=[CH:5][CH:4]=1.Br[C:40]1[CH:41]=[CH:42][C:43]2[S:47](=[O:49])(=[O:48])[NH:46][CH2:45][C:44]=2[CH:50]=1.C(=O)([O-])[O-].[Na+].[Na+].C(Cl)Cl.[C:60](#N)[CH3:61], predict the reaction product. The product is: [CH3:1][O:2][C:3]1[CH:38]=[CH:37][C:6]([CH2:7][N:8]([CH2:28][C:29]2[CH:34]=[CH:33][C:32]([O:35][CH3:36])=[CH:31][CH:30]=2)[C:9]2[C:14]([Cl:15])=[C:13]([N:16]3[CH2:26][CH2:25][C:19]4([C:23](=[O:24])[NH:22][CH2:21][CH2:20]4)[CH2:18][CH2:17]3)[C:12]([C:40]3[CH:41]=[CH:42][C:43]4[S:47](=[O:49])(=[O:48])[N:46]([CH2:60][CH3:61])[CH2:45][C:44]=4[CH:50]=3)=[CH:11][N:10]=2)=[CH:5][CH:4]=1. (4) The product is: [F:20][C:12]([F:21])([C:13]1[CH:18]=[CH:17][C:16]([F:19])=[CH:15][CH:14]=1)[C:8]1[N:7]=[C:6]([S:22][CH3:23])[C:5]2[C:10](=[CH:11][C:2]([N:70]3[CH2:71][C@H:67]([OH:66])[CH2:68][C:69]3=[O:72])=[CH:3][CH:4]=2)[N:9]=1. Given the reactants Br[C:2]1[CH:11]=[C:10]2[C:5]([C:6]([S:22][CH3:23])=[N:7][C:8]([C:12]([F:21])([F:20])[C:13]3[CH:18]=[CH:17][C:16]([F:19])=[CH:15][CH:14]=3)=[N:9]2)=[CH:4][CH:3]=1.C1(P(C2C=CC=CC=2)C2C3OC4C(=CC=CC=4P(C4C=CC=CC=4)C4C=CC=CC=4)C(C)(C)C=3C=CC=2)C=CC=CC=1.[OH:66][C@H:67]1[CH2:71][NH:70][C:69](=[O:72])[CH2:68]1.C([O-])([O-])=O.[Cs+].[Cs+], predict the reaction product. (5) The product is: [NH2:1][C:2]1[CH:7]=[CH:6][C:5]([O:8][C:25]2[C:24]3[C:29](=[CH:30][C:21]([O:20][CH2:13][C:14]4[CH:19]=[CH:18][CH:17]=[CH:16][CH:15]=4)=[C:22]([C:32]#[N:33])[CH:23]=3)[N:28]=[CH:27][CH:26]=2)=[C:4]([CH3:9])[C:3]=1[CH3:10]. Given the reactants [NH2:1][C:2]1[CH:7]=[CH:6][C:5]([OH:8])=[C:4]([CH3:9])[C:3]=1[CH3:10].[H-].[Na+].[CH2:13]([O:20][C:21]1[CH:30]=[C:29]2[C:24]([C:25](Cl)=[CH:26][CH:27]=[N:28]2)=[CH:23][C:22]=1[C:32]#[N:33])[C:14]1[CH:19]=[CH:18][CH:17]=[CH:16][CH:15]=1.C(OCC)(=O)C, predict the reaction product. (6) Given the reactants [Br:1][C:2]1[CH:7]=[C:6]2[NH:8][CH2:9][C:10]3([CH2:15][CH2:14][O:13][CH2:12][CH2:11]3)[C:5]2=[CH:4][CH:3]=1.Cl[C:17]1[CH:22]=[CH:21][N:20]=[C:19]([NH2:23])[N:18]=1.[OH-].[Na+], predict the reaction product. The product is: [Br:1][C:2]1[CH:7]=[C:6]2[N:8]([C:17]3[CH:22]=[CH:21][N:20]=[C:19]([NH2:23])[N:18]=3)[CH2:9][C:10]3([CH2:15][CH2:14][O:13][CH2:12][CH2:11]3)[C:5]2=[CH:4][CH:3]=1.